The task is: Predict the reactants needed to synthesize the given product.. This data is from Full USPTO retrosynthesis dataset with 1.9M reactions from patents (1976-2016). (1) Given the product [C:23]([N:21]1[CH:22]=[C:18]2[C:19]([C:15](=[O:16])[NH:14][C:11]3([CH2:10][CH2:9][N:8]([C:6]([O:5][C:1]([CH3:4])([CH3:2])[CH3:3])=[O:7])[CH2:13][CH2:12]3)[CH2:17]2)=[N:20]1)([CH3:26])([CH3:25])[CH3:24], predict the reactants needed to synthesize it. The reactants are: [C:1]([O:5][C:6]([N:8]1[CH2:13][CH2:12][C:11]([CH2:17][C:18]2[C:19](C(O)=O)=[N:20][N:21]([C:23]([CH3:26])([CH3:25])[CH3:24])[CH:22]=2)([N:14]=[C:15]=[O:16])[CH2:10][CH2:9]1)=[O:7])([CH3:4])([CH3:3])[CH3:2].[OH-].[Na+].Cl.CN(C)CCCN=C=NCC. (2) Given the product [C:13]([CH2:15][CH:16]([NH:31][C:32](=[O:46])[CH:33]([N:35]1[CH:44]=[CH:43][C:42]2[C:37](=[CH:38][CH:39]=[CH:40][CH:41]=2)[C:36]1=[O:45])[CH3:34])[C:17](=[O:30])[CH2:18][O:19][C:20](=[O:29])[C:21]1[C:22]([Cl:28])=[CH:23][CH:24]=[CH:25][C:26]=1[Cl:27])([OH:14])=[O:12], predict the reactants needed to synthesize it. The reactants are: FC(F)(F)C(O)=O.C([O:12][C:13]([CH2:15][CH:16]([NH:31][C:32](=[O:46])[CH:33]([N:35]1[CH:44]=[CH:43][C:42]2[C:37](=[CH:38][CH:39]=[CH:40][CH:41]=2)[C:36]1=[O:45])[CH3:34])[C:17](=[O:30])[CH2:18][O:19][C:20](=[O:29])[C:21]1[C:26]([Cl:27])=[CH:25][CH:24]=[CH:23][C:22]=1[Cl:28])=[O:14])(C)(C)C. (3) Given the product [C:1]([C:3]1[CH:4]=[C:5]([CH:10]=[CH:11][C:12]=1[O:13][CH3:14])[C:6]([OH:8])=[O:7])#[N:2], predict the reactants needed to synthesize it. The reactants are: [C:1]([C:3]1[CH:4]=[C:5]([CH:10]=[CH:11][C:12]=1[O:13][CH3:14])[C:6]([O:8]C)=[O:7])#[N:2].CO.[Li+].[OH-].Cl. (4) Given the product [F:1][C:2]1[CH:11]=[C:10]2[NH:9][CH:8]([C:12]3[N:13]([CH3:17])[CH:14]=[CH:15][N:16]=3)[CH:7]([C:18]3[CH:19]=[CH:20][CH:21]=[CH:22][CH:23]=3)[C:6]3=[N:31][NH:32][C:25](=[O:27])[C:4]([CH:3]=1)=[C:5]23, predict the reactants needed to synthesize it. The reactants are: [F:1][C:2]1[CH:3]=[C:4]([C:25]([O:27]CC)=O)[C:5]2[C:6](=O)[CH:7]([C:18]3[CH:23]=[CH:22][CH:21]=[CH:20][CH:19]=3)[CH:8]([C:12]3[N:13]([CH3:17])[CH:14]=[CH:15][N:16]=3)[NH:9][C:10]=2[CH:11]=1.O.[NH2:31][NH2:32]. (5) Given the product [CH3:1][O:2][C:3]1[CH:8]=[CH:7][CH:6]=[CH:5][C:4]=1[S:9][CH2:10][CH2:11][CH2:12][OH:13], predict the reactants needed to synthesize it. The reactants are: [CH3:1][O:2][C:3]1[CH:8]=[CH:7][CH:6]=[CH:5][C:4]=1[S:9][CH2:10][CH2:11][CH2:12][O:13]C1CCCCO1.C1(C)C=CC(S([O-])(=O)=O)=CC=1.[NH+]1C=CC=CC=1.